From a dataset of Reaction yield outcomes from USPTO patents with 853,638 reactions. Predict the reaction yield, written as a fraction of the theoretical maximum amount of product (1.0 means a 100% yield; for example, 0.34 means a 34% yield). (1) The reactants are C[O:2][C:3]1[CH:4]=[C:5]([CH:8]=[C:9]([CH3:11])[CH:10]=1)[C:6]#[N:7].B(Cl)(Cl)Cl. The catalyst is C(Cl)Cl.[I-].C([N+](CCCC)(CCCC)CCCC)CCC. The product is [OH:2][C:3]1[CH:4]=[C:5]([CH:8]=[C:9]([CH3:11])[CH:10]=1)[C:6]#[N:7]. The yield is 0.900. (2) The yield is 0.920. The catalyst is CO. The product is [C:11]([C:5]1[CH:6]=[C:7]([N+:8]([O-:10])=[O:9])[C:2]([CH3:1])=[N:3][CH:4]=1)#[CH:12]. The reactants are [CH3:1][C:2]1[C:7]([N+:8]([O-:10])=[O:9])=[CH:6][C:5]([C:11]#[C:12][Si](C)(C)C)=[CH:4][N:3]=1.C(=O)([O-])[O-].[K+].[K+]. (3) The reactants are [C:1]1([CH3:30])[CH:6]=[CH:5][C:4]([CH2:7][CH2:8][NH:9][C:10]2[C:11](=[O:29])[N:12]([CH2:18][C:19]([O:21]CC3C=CC=CC=3)=[O:20])[C:13]([CH3:17])=[C:14](Cl)[N:15]=2)=[CH:3][CH:2]=1.[OH-].[K+].O. The catalyst is [Pd].O1CCCC1.CO. The product is [C:1]1([CH3:30])[CH:2]=[CH:3][C:4]([CH2:7][CH2:8][NH:9][C:10]2[C:11](=[O:29])[N:12]([CH2:18][C:19]([OH:21])=[O:20])[C:13]([CH3:17])=[CH:14][N:15]=2)=[CH:5][CH:6]=1. The yield is 0.227. (4) The reactants are Cl[CH:2]([O:6][C:7]([NH:9][CH2:10][C:11]1([CH2:17][C:18]([O:20][CH3:21])=[O:19])[CH2:16][CH2:15][CH2:14][CH2:13][CH2:12]1)=[O:8])[CH:3]([CH3:5])[CH3:4].[C:22]([OH:27])(=[O:26])[CH:23]([CH3:25])[CH3:24]. The catalyst is C(Cl)(Cl)Cl.C(=O)([O-])[O-].[Ag+2]. The product is [C:22]([O:27][CH:2]([O:6][C:7]([NH:9][CH2:10][C:11]1([CH2:17][C:18]([O:20][CH3:21])=[O:19])[CH2:16][CH2:15][CH2:14][CH2:13][CH2:12]1)=[O:8])[CH:3]([CH3:5])[CH3:4])(=[O:26])[CH:23]([CH3:25])[CH3:24]. The yield is 0.630. (5) The reactants are C[Si](C)(C)[N-][Si](C)(C)C.[Li+].[SH:11][C:12]1[S:13][CH:14]=[C:15](C2C[C@@H](C(C)C)N(C(OCC=C)=O)CC=2)[N:16]=1.O(P(OC1C=CC=CC=1)O[C:41]1[C@H:47]([CH3:48])[C@H:46]2[N:43]([C:44](=[O:56])[C@@H:45]2[C@H:49]([O:51][Si](C)(C)C)[CH3:50])[C:42]=1[C:57]([O:59]CC=C)=[O:58])C1C=CC=CC=1.[C:70](#[N:72])C.[C:73](O)(=O)[CH3:74].C([SnH]([CH2:86][CH2:87][CH2:88][CH3:89])CCCC)CCC.P([O-])([O-])([O-])=O.[CH2:95]1COCC1. No catalyst specified. The product is [OH:51][C@@H:49]([C@H:45]1[C:44](=[O:56])[N:43]2[C@@H:46]1[C@@H:47]([CH3:48])[C:41]([S:11][C:12]1[S:13][CH:14]=[C:15]([C:88]3[CH2:89][NH:72][C@H:70]([CH:73]([CH3:74])[CH3:95])[CH2:86][CH:87]=3)[N:16]=1)=[C:42]2[C:57]([OH:59])=[O:58])[CH3:50]. The yield is 0.170. (6) The reactants are [C:1]1([CH2:7][O:8][C:9]2[CH:10]=[C:11]([CH2:15][C:16]([O:18]CC3C=CC=CC=3)=O)[CH:12]=[CH:13][CH:14]=2)[CH:6]=[CH:5][CH:4]=[CH:3][CH:2]=1.O.[OH-].[Li+].C1(COC2C=C(CC(O)=O)C=CC=2)C=CC=CC=1.C(Cl)(=O)C([Cl:50])=O. The catalyst is O.ClCCl.CN(C=O)C.C1COCC1.O. The product is [C:1]1([CH2:7][O:8][C:9]2[CH:10]=[C:11]([CH2:15][C:16]([Cl:50])=[O:18])[CH:12]=[CH:13][CH:14]=2)[CH:6]=[CH:5][CH:4]=[CH:3][CH:2]=1. The yield is 0.990.